This data is from Full USPTO retrosynthesis dataset with 1.9M reactions from patents (1976-2016). The task is: Predict the reactants needed to synthesize the given product. Given the product [Cl:1][C:2]1[C:3]([O:12][C:13]2[CH:18]=[C:17]([OH:19])[CH:16]=[CH:15][C:14]=2[CH2:20][CH2:21][C:22]([O:24][CH2:25][CH3:26])=[O:23])=[N:4][CH:5]=[C:6]([C:8]([F:10])([F:9])[F:11])[CH:7]=1, predict the reactants needed to synthesize it. The reactants are: [Cl:1][C:2]1[C:3]([O:12][C:13]2[CH:18]=[C:17]([OH:19])[CH:16]=[CH:15][C:14]=2/[CH:20]=[CH:21]/[C:22]([O:24][CH2:25][CH3:26])=[O:23])=[N:4][CH:5]=[C:6]([C:8]([F:11])([F:10])[F:9])[CH:7]=1.